This data is from Forward reaction prediction with 1.9M reactions from USPTO patents (1976-2016). The task is: Predict the product of the given reaction. Given the reactants [CH3:1][O:2][C:3]1[CH:4]=[C:5]([CH:9]=[CH:10][C:11]=1[O:12][CH3:13])[C:6]([OH:8])=O.C(Cl)CCl.C1C=CC2N(O)N=NC=2C=1.CCN(C(C)C)C(C)C.[Cl-].[CH3:38][O:39][C:40]([C:42]1[CH:43]=[C:44]([CH:47]=[CH:48][CH:49]=1)[CH2:45][NH3+:46])=[O:41], predict the reaction product. The product is: [CH3:38][O:39][C:40](=[O:41])[C:42]1[CH:49]=[CH:48][CH:47]=[C:44]([CH2:45][NH:46][C:6](=[O:8])[C:5]2[CH:9]=[CH:10][C:11]([O:12][CH3:13])=[C:3]([O:2][CH3:1])[CH:4]=2)[CH:43]=1.